Dataset: Full USPTO retrosynthesis dataset with 1.9M reactions from patents (1976-2016). Task: Predict the reactants needed to synthesize the given product. (1) The reactants are: C([Si](C)(C)[O:6][CH2:7][CH2:8][C@@:9]1([CH2:17][C:18]2[CH:31]=[C:30]([O:32][CH3:33])[C:29]3[C:20](=[C:21]([O:36][CH3:37])[C:22]4[C:27]([C:28]=3[O:34][CH3:35])=[CH:26][CH:25]=[CH:24][CH:23]=4)[C:19]=2[O:38][CH3:39])[C@H:13]([CH3:14])[O:12][C:11]([CH3:16])([CH3:15])[O:10]1)(C)(C)C.CCCC[N+](CCCC)(CCCC)CCCC.[F-]. Given the product [CH3:15][C:11]1([CH3:16])[O:10][C@:9]([CH2:8][CH2:7][OH:6])([CH2:17][C:18]2[CH:31]=[C:30]([O:32][CH3:33])[C:29]3[C:20](=[C:21]([O:36][CH3:37])[C:22]4[C:27]([C:28]=3[O:34][CH3:35])=[CH:26][CH:25]=[CH:24][CH:23]=4)[C:19]=2[O:38][CH3:39])[C@H:13]([CH3:14])[O:12]1, predict the reactants needed to synthesize it. (2) Given the product [F:28][C:17]1[C:18]([CH:22]2[CH2:27][CH2:26][N:25]([CH2:9][CH2:8][CH3:10])[CH2:24][CH2:23]2)=[CH:19][CH:20]=[CH:21][C:16]=1[C:1](=[O:4])[CH3:29], predict the reactants needed to synthesize it. The reactants are: [C:1](=[O:4])([O-])[O-].[K+].[K+].I[CH:8]([CH3:10])[CH3:9].CS(O[C:16]1[CH:21]=[CH:20][CH:19]=[C:18]([CH:22]2[CH2:27][CH2:26][NH:25][CH2:24][CH2:23]2)[C:17]=1[F:28])(=O)=O.[C:29](#N)C.